This data is from Experimentally validated miRNA-target interactions with 360,000+ pairs, plus equal number of negative samples. The task is: Binary Classification. Given a miRNA mature sequence and a target amino acid sequence, predict their likelihood of interaction. (1) The miRNA is hsa-miR-6876-5p with sequence CAGGAAGGAGACAGGCAGUUCA. The protein sequence of the target gene is MVNEARGNSSLNPCLEGSASSGSESSKDSSRCSTPGLDPERHERLREKMRRRLESGDKWFSLEFFPPRTAEGAVNLISRFDRMAAGGPLYIDVTWHPAGDPGSDKETSSMMIASTAVNYCGLETILHMTCCRQRLEEITGHLHKAKQLGLKNIMALRGDPIGDQWEEEEGGFNYAVDLVKHIRSEFGDYFDICVAGYPKGHPEAGSFEADLKHLKEKVSAGADFIITQLFFEADTFFRFVKACTDMGITCPIVPGIFPIQGYHSLRQLVKLSKLEVPQEIKDVIEPIKDNDAAIRNYGIE.... Result: 1 (interaction). (2) The miRNA is hsa-miR-4729 with sequence UCAUUUAUCUGUUGGGAAGCUA. The protein sequence of the target gene is MKETIQGTGSWGPEPPGPGIPPAYSSPRRERLRWPPPPKPRLKSGGGFGPDPGSGTTVPARRLPVPRPSFDASASEEEEEEEEEEDEDEEEEVAAWRLPPRWSQLGTSQRPRPSRPTHRKTCSQRRRRAMRAFRMLLYSKSTSLTFHWKLWGRHRGRRRGLAHPKNHLSPQQGGATPQVPSPCCRFDSPRGPPPPRLGLLGALMAEDGVRGSPPVPSGPPMEEDGLRWTPKSPLDPDSGLLSCTLPNGFGGQSGPEGERSLAPPDASILISNVCSIGDHVAQELFQGSDLGMAEEAERPG.... Result: 1 (interaction). (3) The protein sequence of the target gene is MAVAAAAAAAGPAGAGGGRAQRSGLLEVLVRDRWHKVLVNLSEDALVLSSEEGAAAYNGIGTATNGSFCRGAGAGHPGAGGAQPPDSPAGVRTAFTDLPEQVPESISNQKRGVKVLKQELGGLGISIKGGKENKMPILISKIFKGLAADQTQALYVGDAILSVNGADLRDATHDEAVQALKRAGKEVLLEVKYMREATPYVKKGSPVSEIGWETPPPESPRLGGSTSDPPSSQSFSFHRDRKSIPLKMCYVTRSMALADPENRQLEIHSPDAKHTVILRSKDSATAQAWFSAIHSNVNDL.... The miRNA is hsa-miR-496 with sequence UGAGUAUUACAUGGCCAAUCUC. Result: 0 (no interaction). (4) The miRNA is hsa-miR-3189-5p with sequence UGCCCCAUCUGUGCCCUGGGUAGGA. The protein sequence of the target gene is MEFLWAPLLGLCCSLAAADRHTVFWNSSNPKFRNEDYTIHVQLNDYVDIICPHYEDHSVADAAMEQYILYLVEHEEYQLCQPQSKDQVRWQCNRPSAKHGPEKLSEKFQRFTPFTLGKEFKEGHSYYYISKPIHQHEDRCLRLKVTVSGKITHSPQAHDNPQEKRLAADDPEVRVLHSIGHSAAPRLFPLAWTVLLLPLLLLQTP. Result: 1 (interaction). (5) The miRNA is hsa-miR-4482-3p with sequence UUUCUAUUUCUCAGUGGGGCUC. The protein sequence of the target gene is MHSEAEESKEVATDVFNSKNLAVQAQKKILGKMVSKSIATTLIDDTSSEVLDELYRVTREYTQNKKEAEKIIKNLIKTVIKLAILYRNNQFNQDELALMEKFKKKVHQLAMTVVSFHQVDYTFDRNVLSRLLNECREMLHQIIQRHLTAKSHGRVNNVFDHFSDCEFLAALYNPFGNFKPHLQKLCDGINKMLDEENI. Result: 0 (no interaction). (6) The miRNA is hsa-miR-199b-5p with sequence CCCAGUGUUUAGACUAUCUGUUC. The protein sequence of the target gene is MQAACWYVLLLLQPTVYLVTCANLTNGGKSELLKSGSSKSTLKHIWTESSKDLSISRLLSQTFRGKENDTDLDLRYDTPEPYSEQDLWDWLRNSTDLQEPRPRAKRRPIVKTGKFKKMFGWGDFHSNIKTVKLNLLITGKIVDHGNGTFSVYFRHNSTGQGNVSVSLVPPTKIVEFDLAQQTVIDAKDSKSFNCRIEYEKVDKATKNTLCNYDPSKTCYQEQTQSHVSWLCSKPFKVICIYISFYSTDYKLVQKVCPDYNYHSDTPYFPSG. Result: 0 (no interaction). (7) The miRNA is hsa-miR-320e with sequence AAAGCUGGGUUGAGAAGG. The protein sequence of the target gene is MPRLLAPLLCLTLLPALAARGLRCSQPSGTCLNGGRCEVANGTEACVCSGAFVGQRCQDPSPCLSTPCKNAGTCYVVDHGGIVDYACSCPLGFSGPLCLTPLANACLANPCRNGGTCDLLTLTEYKCRCPPGWSGKSCQQADPCASNPCANGGQCLPFESSYICGCPPGFHGPTCRQDVNECSQNPGLCRHGGTCHNEIGSYRCACRATHTGPHCELPYVPCSPSPCQNGGTCRPTGDTTHECACLPGFAGQNCEENVDDCPGNNCKNGGACVDGVNTYNCRCPPEWTGQYCTEDVDECQ.... Result: 0 (no interaction). (8) The miRNA is hsa-miR-7161-3p with sequence UAGAUCUUUGACUCUGGCAGUCUCCAGG. The protein sequence of the target gene is MAHNKIPPRWLNCPRRGQPVAGRFLPLKTMLGPRYDSQVAEENRFHPSMLSNYLKSLKVKMGLLVDLTNTSRFYDRNDIEKEGIKYIKLQCKGHGECPTTENTETFIRLCERFNERNPPELIGVHCTHGFNRTGFLICAFLVEKMDWSIEAAVATFAQARPPGIYKGDYLKELFRRYGDIEEAPPPPLLPDWCFEDDEDEDEDEDGKKESEPGSSASFGKRRKERLKLGAIFLEGVTVKGVTQVTTQPKLGEVQQKCHQFCGWEGSGFPGAQPVSMDKQNIKLLDLKPYKVSWKADGTRY.... Result: 0 (no interaction).